Dataset: Forward reaction prediction with 1.9M reactions from USPTO patents (1976-2016). Task: Predict the product of the given reaction. (1) Given the reactants [O:1]=[C:2]1[C:7]([CH2:8][N:9]2[CH2:14][CH2:13][CH2:12][CH2:11][CH:10]2[CH2:15][CH2:16][CH2:17][C:18]2[CH:23]=[CH:22][CH:21]=CN=2)=[CH:6][CH:5]=[CH:4][NH:3]1.Br[CH2:25][CH:26]1[CH2:28][CH2:27]1.C(=O)([O-])[O-].[K+].[K+].O.[CH3:36][N:37](C)C=O, predict the reaction product. The product is: [O:1]=[C:2]1[C:7]([CH2:8][N:9]2[CH2:14][CH2:13][CH2:12][CH2:11][CH:10]2[CH2:15][CH2:16][CH2:17][C:18]2[CH:36]=[N:37][CH:21]=[CH:22][CH:23]=2)=[CH:6][CH:5]=[CH:4][N:3]1[CH2:25][CH:26]1[CH2:28][CH2:27]1. (2) Given the reactants [Br:1][C:2]1[CH:3]=[CH:4][C:5](I)=[C:6]([CH:9]=1)[C:7]#[N:8].[CH3:11][O:12][C:13]([C:15]1[CH:20]=[CH:19][C:18](B(O)O)=[C:17]([N+:24]([O-:26])=[O:25])[CH:16]=1)=[O:14].P([O-])([O-])([O-])=O.[K+].[K+].[K+], predict the reaction product. The product is: [Br:1][C:2]1[CH:3]=[CH:4][C:5]([C:18]2[CH:19]=[CH:20][C:15]([C:13]([O:12][CH3:11])=[O:14])=[CH:16][C:17]=2[N+:24]([O-:26])=[O:25])=[C:6]([C:7]#[N:8])[CH:9]=1. (3) Given the reactants [F:1][C:2]1[CH:3]=[C:4]([CH2:8][NH:9][C:10]([C:12]2[C:13]([CH2:27][O:28]C)=[N:14][C:15]3[C:20]([C:21]=2[CH3:22])=[CH:19][CH:18]=[C:17]([C:23]([F:26])([F:25])[F:24])[CH:16]=3)=[O:11])[CH:5]=[CH:6][CH:7]=1.B(Br)(Br)Br.CCOC(C)=O.CCCCCC.CCOC(C)=O.C(Cl)Cl, predict the reaction product. The product is: [F:1][C:2]1[CH:3]=[C:4]([CH2:8][NH:9][C:10]([C:12]2[C:13]([CH2:27][OH:28])=[N:14][C:15]3[C:20]([C:21]=2[CH3:22])=[CH:19][CH:18]=[C:17]([C:23]([F:24])([F:25])[F:26])[CH:16]=3)=[O:11])[CH:5]=[CH:6][CH:7]=1.